From a dataset of NCI-60 drug combinations with 297,098 pairs across 59 cell lines. Regression. Given two drug SMILES strings and cell line genomic features, predict the synergy score measuring deviation from expected non-interaction effect. Drug 1: C1=CC(=C2C(=C1NCCNCCO)C(=O)C3=C(C=CC(=C3C2=O)O)O)NCCNCCO. Drug 2: CCC1(C2=C(COC1=O)C(=O)N3CC4=CC5=C(C=CC(=C5CN(C)C)O)N=C4C3=C2)O.Cl. Cell line: SF-539. Synergy scores: CSS=41.1, Synergy_ZIP=-3.57, Synergy_Bliss=-4.33, Synergy_Loewe=-1.39, Synergy_HSA=-0.614.